This data is from NCI-60 drug combinations with 297,098 pairs across 59 cell lines. The task is: Regression. Given two drug SMILES strings and cell line genomic features, predict the synergy score measuring deviation from expected non-interaction effect. (1) Drug 1: CC1C(C(CC(O1)OC2CC(CC3=C2C(=C4C(=C3O)C(=O)C5=C(C4=O)C(=CC=C5)OC)O)(C(=O)CO)O)N)O. Drug 2: CC(C)(C#N)C1=CC=C(C=C1)N2C3=C4C=C(C=CC4=NC=C3N(C2=O)C)C5=CC6=CC=CC=C6N=C5. Cell line: T-47D. Synergy scores: CSS=76.7, Synergy_ZIP=11.0, Synergy_Bliss=11.0, Synergy_Loewe=9.65, Synergy_HSA=17.6. (2) Drug 1: CCC1=CC2CC(C3=C(CN(C2)C1)C4=CC=CC=C4N3)(C5=C(C=C6C(=C5)C78CCN9C7C(C=CC9)(C(C(C8N6C)(C(=O)OC)O)OC(=O)C)CC)OC)C(=O)OC.C(C(C(=O)O)O)(C(=O)O)O. Drug 2: C(CN)CNCCSP(=O)(O)O. Cell line: U251. Synergy scores: CSS=31.2, Synergy_ZIP=-0.738, Synergy_Bliss=-0.577, Synergy_Loewe=-51.1, Synergy_HSA=-0.353.